Dataset: Reaction yield outcomes from USPTO patents with 853,638 reactions. Task: Predict the reaction yield, written as a fraction of the theoretical maximum amount of product (1.0 means a 100% yield; for example, 0.34 means a 34% yield). (1) The reactants are [Cl:1][C:2]1[C:3]([N+:16]([O-])=O)=[CH:4][C:5]2[C:6](=[O:15])[C:7]3[N:8]([CH2:11][CH2:12][CH2:13][N:14]=3)[C:9]=2[CH:10]=1.O.O.Cl[Sn]Cl.CN(C=O)C. The catalyst is CCOC(C)=O. The product is [NH2:16][C:3]1[C:2]([Cl:1])=[CH:10][C:9]2[N:8]3[CH2:11][CH2:12][CH2:13][N:14]=[C:7]3[C:6](=[O:15])[C:5]=2[CH:4]=1. The yield is 0.160. (2) The reactants are [CH3:1][C:2]1[O:6][N:5]=[C:4]([C:7]2[CH:12]=[CH:11][CH:10]=[CH:9][CH:8]=2)[C:3]=1[CH2:13][O:14][C:15]1[CH:23]=[CH:22][C:18]([C:19]([OH:21])=O)=[CH:17][N:16]=1.[CH3:24][CH:25]1[CH2:29][CH2:28][CH2:27][NH:26]1. No catalyst specified. The product is [CH3:1][C:2]1[O:6][N:5]=[C:4]([C:7]2[CH:8]=[CH:9][CH:10]=[CH:11][CH:12]=2)[C:3]=1[CH2:13][O:14][C:15]1[N:16]=[CH:17][C:18]([C:19]([N:26]2[CH2:27][CH2:28][CH2:29][CH:25]2[CH3:24])=[O:21])=[CH:22][CH:23]=1. The yield is 0.990. (3) The reactants are [NH2:1][C@H:2]([C:4]1[N:9]([C:10]2[CH:15]=[CH:14][CH:13]=[CH:12][CH:11]=2)[C:8](=[O:16])[C:7]2=[C:17]([CH3:20])[CH:18]=[CH:19][N:6]2[N:5]=1)[CH3:3].[NH2:21][C:22]1[C:27]([C:28]([O:30][CH2:31][C:32]2[CH:37]=[CH:36][C:35]([O:38][CH3:39])=[CH:34][CH:33]=2)=[O:29])=[C:26](Cl)[N:25]=[CH:24][N:23]=1.CCN(C(C)C)C(C)C.[F-].[Cs+]. The catalyst is C(O)(C)(C)C. The product is [NH2:21][C:22]1[C:27]([C:28]([O:30][CH2:31][C:32]2[CH:37]=[CH:36][C:35]([O:38][CH3:39])=[CH:34][CH:33]=2)=[O:29])=[C:26]([NH:1][C@H:2]([C:4]2[N:9]([C:10]3[CH:15]=[CH:14][CH:13]=[CH:12][CH:11]=3)[C:8](=[O:16])[C:7]3=[C:17]([CH3:20])[CH:18]=[CH:19][N:6]3[N:5]=2)[CH3:3])[N:25]=[CH:24][N:23]=1. The yield is 0.510. (4) The reactants are [N:1]1([C:7]([O:9][C:10]([CH3:13])([CH3:12])[CH3:11])=[O:8])[CH2:6][CH2:5][NH:4][CH2:3][CH2:2]1.[N:14]1([C:19](N2C=CN=C2)=[S:20])C=CN=C1.O.[NH2:27]N. The catalyst is C1COCC1. The product is [NH:14]([C:19]([N:4]1[CH2:5][CH2:6][N:1]([C:7]([O:9][C:10]([CH3:13])([CH3:12])[CH3:11])=[O:8])[CH2:2][CH2:3]1)=[S:20])[NH2:27]. The yield is 0.850. (5) The reactants are [C:1](Cl)(=[O:3])[CH3:2].[C:5]1(=[O:12])[CH2:10][CH2:9][CH2:8][C:7](=[O:11])[CH2:6]1.N1C=CC=CC=1. The catalyst is C(Cl)(Cl)Cl. The product is [C:1]([O:11][C:7]1[CH2:8][CH2:9][CH2:10][C:5](=[O:12])[CH:6]=1)(=[O:3])[CH3:2]. The yield is 0.740. (6) The reactants are [NH2:1][C:2]1[CH:3]=[C:4]([C:8]2[C:9]([NH2:28])=[N:10][CH:11]=[N:12][C:13]=2[O:14][C:15]2[CH:20]=[CH:19][C:18]([O:21][C:22]3[CH:27]=[CH:26][CH:25]=[CH:24][CH:23]=3)=[CH:17][CH:16]=2)[CH:5]=[CH:6][CH:7]=1.Cl.[CH3:30][N:31]([CH3:38])[CH2:32]/[CH:33]=[CH:34]/[C:35](O)=[O:36]. No catalyst specified. The product is [NH2:28][C:9]1[C:8]([C:4]2[CH:3]=[C:2]([NH:1][C:35](=[O:36])/[CH:34]=[CH:33]/[CH2:32][N:31]([CH3:38])[CH3:30])[CH:7]=[CH:6][CH:5]=2)=[C:13]([O:14][C:15]2[CH:20]=[CH:19][C:18]([O:21][C:22]3[CH:27]=[CH:26][CH:25]=[CH:24][CH:23]=3)=[CH:17][CH:16]=2)[N:12]=[CH:11][N:10]=1. The yield is 0.260. (7) The reactants are [Br:1][C:2]1[CH:10]=[CH:9][C:5]([C:6]([OH:8])=[O:7])=[C:4]([CH3:11])[CH:3]=1.OS(O)(=O)=O.[C:17]([O-])([O-])=O.[Na+].[Na+]. The catalyst is CO. The product is [CH3:17][O:7][C:6](=[O:8])[C:5]1[CH:9]=[CH:10][C:2]([Br:1])=[CH:3][C:4]=1[CH3:11]. The yield is 0.970. (8) The reactants are [CH3:1][O:2][C:3]1[CH:4]=[C:5]([Mg]Br)[CH:6]=[CH:7][CH:8]=1.[N:11]12[CH2:18][CH2:17][C:14]([C:19]([O:21]CC)=O)([CH2:15][CH2:16]1)[CH2:13][CH2:12]2. The catalyst is C1COCC1. The product is [N:11]12[CH2:12][CH2:13][C:14]([C:19]([C:7]3[CH:6]=[CH:5][CH:4]=[C:3]([O:2][CH3:1])[CH:8]=3)([C:5]3[CH:6]=[CH:7][CH:8]=[C:3]([O:2][CH3:1])[CH:4]=3)[OH:21])([CH2:15][CH2:16]1)[CH2:17][CH2:18]2. The yield is 0.929.